Task: Regression. Given a peptide amino acid sequence and an MHC pseudo amino acid sequence, predict their binding affinity value. This is MHC class II binding data.. Dataset: Peptide-MHC class II binding affinity with 134,281 pairs from IEDB The peptide sequence is VGNWQYFFPVIFSKASDSLQLVFGIELMEVD. The MHC is DRB1_0404 with pseudo-sequence DRB1_0404. The binding affinity (normalized) is 0.352.